From a dataset of NCI-60 drug combinations with 297,098 pairs across 59 cell lines. Regression. Given two drug SMILES strings and cell line genomic features, predict the synergy score measuring deviation from expected non-interaction effect. (1) Drug 1: C1=CN(C=N1)CC(O)(P(=O)(O)O)P(=O)(O)O. Drug 2: CCN(CC)CCCC(C)NC1=C2C=C(C=CC2=NC3=C1C=CC(=C3)Cl)OC. Cell line: SNB-19. Synergy scores: CSS=29.3, Synergy_ZIP=-1.73, Synergy_Bliss=-2.09, Synergy_Loewe=-6.60, Synergy_HSA=-2.02. (2) Drug 1: CCC1=C2CN3C(=CC4=C(C3=O)COC(=O)C4(CC)O)C2=NC5=C1C=C(C=C5)O. Drug 2: CC12CCC3C(C1CCC2O)C(CC4=C3C=CC(=C4)O)CCCCCCCCCS(=O)CCCC(C(F)(F)F)(F)F. Cell line: K-562. Synergy scores: CSS=14.4, Synergy_ZIP=-2.26, Synergy_Bliss=3.53, Synergy_Loewe=-7.73, Synergy_HSA=2.34. (3) Drug 1: C1=CC(=CC=C1CCCC(=O)O)N(CCCl)CCCl. Drug 2: CC12CCC3C(C1CCC2O)C(CC4=C3C=CC(=C4)O)CCCCCCCCCS(=O)CCCC(C(F)(F)F)(F)F. Cell line: MCF7. Synergy scores: CSS=38.5, Synergy_ZIP=-5.14, Synergy_Bliss=-5.19, Synergy_Loewe=3.73, Synergy_HSA=4.18. (4) Drug 1: CN(C)C1=NC(=NC(=N1)N(C)C)N(C)C. Drug 2: CN(CC1=CN=C2C(=N1)C(=NC(=N2)N)N)C3=CC=C(C=C3)C(=O)NC(CCC(=O)O)C(=O)O. Cell line: MALME-3M. Synergy scores: CSS=2.32, Synergy_ZIP=1.28, Synergy_Bliss=3.94, Synergy_Loewe=-12.9, Synergy_HSA=-2.17. (5) Drug 1: C1=CC(=CC=C1C#N)C(C2=CC=C(C=C2)C#N)N3C=NC=N3. Drug 2: CC1CCCC2(C(O2)CC(NC(=O)CC(C(C(=O)C(C1O)C)(C)C)O)C(=CC3=CSC(=N3)C)C)C. Cell line: HCT116. Synergy scores: CSS=57.8, Synergy_ZIP=3.59, Synergy_Bliss=4.89, Synergy_Loewe=-18.1, Synergy_HSA=4.86.